From a dataset of Reaction yield outcomes from USPTO patents with 853,638 reactions. Predict the reaction yield, written as a fraction of the theoretical maximum amount of product (1.0 means a 100% yield; for example, 0.34 means a 34% yield). (1) The reactants are [CH3:1][C:2]1[N:3]=[C:4]2[C:9]([C:10](=[O:13])[CH2:11][CH3:12])=[CH:8][C:7]([CH3:14])=[N:6][N:5]2[C:15]=1[C:16]1[S:17][C:18]([C:22]2[CH:27]=[CH:26][CH:25]=[C:24]([CH3:28])[N:23]=2)=[CH:19][C:20]=1[CH3:21].[CH3:29][CH2:30]OCC.C([Mg]Br)C. The catalyst is CCOC(C)=O. The product is [CH3:1][C:2]1[N:3]=[C:4]2[C:9]([C:10]([OH:13])([CH2:29][CH3:30])[CH2:11][CH3:12])=[CH:8][C:7]([CH3:14])=[N:6][N:5]2[C:15]=1[C:16]1[S:17][C:18]([C:22]2[CH:27]=[CH:26][CH:25]=[C:24]([CH3:28])[N:23]=2)=[CH:19][C:20]=1[CH3:21]. The yield is 0.370. (2) The reactants are [F:1][C:2]1[C:3]([O:18][CH3:19])=[CH:4][C:5]2[S:9][C:8]([C:10]3[C:14]([CH3:15])=[N:13][NH:12][C:11]=3[NH2:16])=[N:7][C:6]=2[CH:17]=1.S(Cl)([Cl:23])(=O)=O. No catalyst specified. The product is [Cl:23][C:4]1[C:5]2[S:9][C:8]([C:10]3[C:11]([NH2:16])=[N:12][NH:13][C:14]=3[CH3:15])=[N:7][C:6]=2[CH:17]=[C:2]([F:1])[C:3]=1[O:18][CH3:19]. The yield is 0.620. (3) The reactants are [CH3:1][C:2]1[C:6]2[C:7](=[O:18])[N:8]([CH2:11][CH2:12][N:13]3[CH2:17][CH2:16][CH2:15][CH2:14]3)[CH2:9][CH2:10][C:5]=2[NH:4][C:3]=1[CH:19]=O.[F:21][C:22]1[CH:23]=[C:24]2[C:28](=[CH:29][C:30]=1[NH2:31])[NH:27][C:26](=[O:32])[CH2:25]2. No catalyst specified. The product is [NH2:31][C:30]1[CH:29]=[C:28]2[C:24]([C:25](=[CH:19][C:3]3[NH:4][C:5]4[CH2:10][CH2:9][N:8]([CH2:11][CH2:12][N:13]5[CH2:14][CH2:15][CH2:16][CH2:17]5)[C:7](=[O:18])[C:6]=4[C:2]=3[CH3:1])[C:26](=[O:32])[NH:27]2)=[CH:23][C:22]=1[F:21]. The yield is 0.540. (4) The reactants are [Cl:1][C:2]1[CH:7]=[CH:6][C:5]([F:8])=[CH:4][C:3]=1[C@H:9]1[CH2:13][CH2:12][CH2:11][N:10]1[C:14]1[CH:19]=[CH:18][N:17]2[N:20]=[CH:21][C:22]([NH:23][C:24]([CH:26]3[CH2:29][N:28](C(OC(C)(C)C)=O)[CH2:27]3)=[O:25])=[C:16]2[N:15]=1.[C:37]([OH:43])([C:39]([F:42])([F:41])[F:40])=[O:38]. The catalyst is C(Cl)Cl. The product is [F:40][C:39]([F:42])([F:41])[C:37]([OH:43])=[O:38].[Cl:1][C:2]1[CH:7]=[CH:6][C:5]([F:8])=[CH:4][C:3]=1[C@H:9]1[CH2:13][CH2:12][CH2:11][N:10]1[C:14]1[CH:19]=[CH:18][N:17]2[N:20]=[CH:21][C:22]([NH:23][C:24]([CH:26]3[CH2:27][NH:28][CH2:29]3)=[O:25])=[C:16]2[N:15]=1. The yield is 0.880. (5) The reactants are [F:1][C:2]1[CH:3]=[C:4]([O:15][C:16]2[C:21]3[CH2:22][C:23]([CH3:26])([CH3:25])[O:24][C:20]=3[CH:19]=[C:18]([C:27]([OH:29])=O)[CH:17]=2)[CH:5]=[N:6][C:7]=1[C:8]([N:10]1[CH2:13][CH:12]([F:14])[CH2:11]1)=[O:9].[NH2:30][C:31]1[CH:35]=[CH:34][N:33]([CH3:36])[N:32]=1.C(N(CC)CC)C.CN(C(ON1N=NC2C=CC=NC1=2)=[N+](C)C)C.F[P-](F)(F)(F)(F)F. The catalyst is ClCCCl. The product is [F:1][C:2]1[CH:3]=[C:4]([O:15][C:16]2[C:21]3[CH2:22][C:23]([CH3:26])([CH3:25])[O:24][C:20]=3[CH:19]=[C:18]([C:27]([NH:30][C:31]3[CH:35]=[CH:34][N:33]([CH3:36])[N:32]=3)=[O:29])[CH:17]=2)[CH:5]=[N:6][C:7]=1[C:8]([N:10]1[CH2:11][CH:12]([F:14])[CH2:13]1)=[O:9]. The yield is 0.540. (6) The reactants are [N:1]1[CH:6]=[CH:5][C:4]([CH2:7][N:8]2[CH:12]=[C:11]([C:13]3[C:21]4[C:16](=[N:17][CH:18]=[C:19]([C:22]5[CH:27]=[CH:26][C:25]([CH:28]6[CH2:33][CH2:32][N:31](C(OC(C)(C)C)=O)[CH2:30][CH2:29]6)=[CH:24][CH:23]=5)[CH:20]=4)[NH:15][CH:14]=3)[CH:10]=[N:9]2)=[CH:3][CH:2]=1. The catalyst is C(O)(C(F)(F)F)=O.C(Cl)Cl. The product is [NH:31]1[CH2:32][CH2:33][CH:28]([C:25]2[CH:24]=[CH:23][C:22]([C:19]3[CH:20]=[C:21]4[C:13]([C:11]5[CH:10]=[N:9][N:8]([CH2:7][C:4]6[CH:3]=[CH:2][N:1]=[CH:6][CH:5]=6)[CH:12]=5)=[CH:14][NH:15][C:16]4=[N:17][CH:18]=3)=[CH:27][CH:26]=2)[CH2:29][CH2:30]1. The yield is 0.143. (7) The reactants are [Cl:1][CH2:2][CH2:3][CH2:4][O:5][C:6]1[C:7]([O:19][CH3:20])=[CH:8][C:9]([C:17]#[N:18])=[C:10]([N:12]=[CH:13][N:14](C)C)[CH:11]=1.N[C:22]1[NH:26][N:25]=[C:24]([CH2:27][C:28]([OH:30])=[O:29])[CH:23]=1.O. The catalyst is C(O)(=O)C. The product is [Cl:1][CH2:2][CH2:3][CH2:4][O:5][C:6]1[CH:11]=[C:10]2[C:9]([C:17]([NH:18][C:22]3[NH:26][N:25]=[C:24]([CH2:27][C:28]([OH:30])=[O:29])[CH:23]=3)=[N:14][CH:13]=[N:12]2)=[CH:8][C:7]=1[O:19][CH3:20]. The yield is 0.690. (8) The reactants are [OH-].[Na+].C[O:4][C:5](=[O:41])[CH2:6][C:7]1[CH:12]=[CH:11][C:10]([C:13]2[CH:18]=[CH:17][C:16]([C:19]([CH2:38][CH3:39])([C:22]3[CH:27]=[CH:26][C:25](/[CH:28]=[CH:29]/[C:30]4([OH:36])[CH2:35][CH2:34][S:33][CH2:32][CH2:31]4)=[C:24]([CH3:37])[CH:23]=3)[CH2:20][CH3:21])=[CH:15][C:14]=2[CH3:40])=[CH:9][CH:8]=1. The catalyst is CO.O1CCCC1. The product is [CH2:20]([C:19]([C:16]1[CH:17]=[CH:18][C:13]([C:10]2[CH:11]=[CH:12][C:7]([CH2:6][C:5]([OH:41])=[O:4])=[CH:8][CH:9]=2)=[C:14]([CH3:40])[CH:15]=1)([C:22]1[CH:27]=[CH:26][C:25](/[CH:28]=[CH:29]/[C:30]2([OH:36])[CH2:31][CH2:32][S:33][CH2:34][CH2:35]2)=[C:24]([CH3:37])[CH:23]=1)[CH2:38][CH3:39])[CH3:21]. The yield is 0.770.